This data is from Catalyst prediction with 721,799 reactions and 888 catalyst types from USPTO. The task is: Predict which catalyst facilitates the given reaction. (1) Reactant: [Li].[Cl:2][C:3]1[CH:8]=[C:7]([Cl:9])[CH:6]=[CH:5][C:4]=1[C@H:10]1[C:15]([C:16]([O:18][C@H:19](C)[C:20](OCC)=O)=[O:17])=[C:14]([CH2:26][N:27]2[CH2:32][CH2:31][O:30][CH2:29][CH2:28]2)[NH:13][C:12]([C:33]2[S:34][CH:35]=[CH:36][N:37]=2)=[N:11]1. Product: [Cl:2][C:3]1[CH:8]=[C:7]([Cl:9])[CH:6]=[CH:5][C:4]=1[C@H:10]1[C:15]([C:16]([O:18][CH2:19][CH3:20])=[O:17])=[C:14]([CH2:26][N:27]2[CH2:28][CH2:29][O:30][CH2:31][CH2:32]2)[NH:13][C:12]([C:33]2[S:34][CH:35]=[CH:36][N:37]=2)=[N:11]1. The catalyst class is: 8. (2) Reactant: [Br:1][C:2]1[CH:3]=[C:4]2[C:9](=[CH:10][CH:11]=1)[N:8]=[C:7]([C:12]1[S:16][C:15]([CH3:17])=[N:14][C:13]=1[CH3:18])[CH:6]=[CH:5]2.[N+:19]([O-])([OH:21])=[O:20]. Product: [Br:1][C:2]1[C:3]([N+:19]([O-:21])=[O:20])=[C:4]2[C:9](=[CH:10][CH:11]=1)[N:8]=[C:7]([C:12]1[S:16][C:15]([CH3:17])=[N:14][C:13]=1[CH3:18])[CH:6]=[CH:5]2. The catalyst class is: 82. (3) Reactant: [Cl:1][C:2]1[CH:7]=[CH:6][C:5]([CH:8]2[C:12]([C:13](=O)[CH2:14][CH3:15])=[C:11](O)[C:10](=[O:18])[N:9]2[C:19]2[CH:20]=[C:21]([CH3:27])[C:22](=[O:26])[N:23]([CH3:25])[CH:24]=2)=[CH:4][CH:3]=1.O.[NH2:29][NH2:30].C(O)C. Product: [Cl:1][C:2]1[CH:3]=[CH:4][C:5]([CH:8]2[C:12]3[C:13]([CH2:14][CH3:15])=[N:30][NH:29][C:11]=3[C:10](=[O:18])[N:9]2[C:19]2[CH:20]=[C:21]([CH3:27])[C:22](=[O:26])[N:23]([CH3:25])[CH:24]=2)=[CH:6][CH:7]=1. The catalyst class is: 11. (4) Reactant: O[C@@H:2]1[CH2:11][CH2:10][CH2:9][C:8]2[C:7]([C:12]#[N:13])=[CH:6][CH:5]=[CH:4][C:3]1=2.C1C=CC(P([N:28]=[N+:29]=[N-:30])(C2C=CC=CC=2)=O)=CC=1.C1CCN2C(=NCCC2)CC1. Product: [N:28]([C@H:2]1[CH2:11][CH2:10][CH2:9][C:8]2[C:7]([C:12]#[N:13])=[CH:6][CH:5]=[CH:4][C:3]1=2)=[N+:29]=[N-:30]. The catalyst class is: 11. (5) Reactant: [F:1][C:2]1[CH:7]=[C:6]([F:8])[CH:5]=[CH:4][C:3]=1[C:9]1[N:10]=[C:11]2[N:15]([C:16]=1[C:17]1[CH:18]=[CH:19][C:20]3[N:21]([C:23]([C:26]([OH:29])([CH3:28])[CH3:27])=[N:24][N:25]=3)[N:22]=1)[CH:14]=[CH:13][O:12]2.N1C=CC=CC=1.[C:36](OC(=O)C)(=[O:38])[CH3:37].C(Cl)(=O)C. Product: [C:36]([O:29][C:26]([C:23]1[N:21]2[N:22]=[C:17]([C:16]3[N:15]4[C:11]([O:12][CH:13]=[CH:14]4)=[N:10][C:9]=3[C:3]3[CH:4]=[CH:5][C:6]([F:8])=[CH:7][C:2]=3[F:1])[CH:18]=[CH:19][C:20]2=[N:25][N:24]=1)([CH3:27])[CH3:28])(=[O:38])[CH3:37]. The catalyst class is: 85.